Predict which catalyst facilitates the given reaction. From a dataset of Catalyst prediction with 721,799 reactions and 888 catalyst types from USPTO. (1) Product: [O:46]=[C:45]([C:47]1[CH:52]=[CH:51][C:50]([NH:53][S:54]([C:57]2[CH:62]=[CH:61][C:60]([O:63][C:64]([F:67])([F:65])[F:66])=[CH:59][CH:58]=2)(=[O:56])=[O:55])=[CH:49][CH:48]=1)[CH2:44][S:43][C:7]([C:2]1[CH:3]=[CH:4][CH:5]=[CH:6][N:1]=1)=[O:9]. Reactant: [N:1]1[CH:6]=[CH:5][CH:4]=[CH:3][C:2]=1[C:7]([OH:9])=O.CN(C(ON1N=NC2C=CC=NC1=2)=[N+](C)C)C.F[P-](F)(F)(F)(F)F.CCN(C(C)C)C(C)C.[SH:43][CH2:44][C:45]([C:47]1[CH:52]=[CH:51][C:50]([NH:53][S:54]([C:57]2[CH:62]=[CH:61][C:60]([O:63][C:64]([F:67])([F:66])[F:65])=[CH:59][CH:58]=2)(=[O:56])=[O:55])=[CH:49][CH:48]=1)=[O:46]. The catalyst class is: 2. (2) Reactant: Cl[C:2]1[C:3]2[N:10]([CH3:11])[C:9]([C:12]3[O:13][CH:14]=[CH:15][CH:16]=3)=[CH:8][C:4]=2[N:5]=[CH:6][N:7]=1.[CH3:17][C:18]1[CH:19]=[C:20]([CH:22]=[CH:23][C:24]=1[O:25][C:26]1[CH:27]=[N:28][C:29]([CH3:32])=[CH:30][CH:31]=1)[NH2:21].CN1CCCC1=O.C(=O)([O-])O.[Na+]. Product: [O:13]1[CH:14]=[CH:15][CH:16]=[C:12]1[C:9]1[N:10]([CH3:11])[C:3]2[C:2]([NH:21][C:20]3[CH:22]=[CH:23][C:24]([O:25][C:26]4[CH:27]=[N:28][C:29]([CH3:32])=[CH:30][CH:31]=4)=[C:18]([CH3:17])[CH:19]=3)=[N:7][CH:6]=[N:5][C:4]=2[CH:8]=1. The catalyst class is: 6. (3) Reactant: [C:1]([C:3]1[CH:18]=[CH:17][C:6]([CH2:7][NH:8][CH2:9][C:10]([O:12][C:13]([CH3:16])([CH3:15])[CH3:14])=[O:11])=[CH:5][CH:4]=1)#[N:2].[C:19](O[C:19]([O:21][C:22]([CH3:25])([CH3:24])[CH3:23])=[O:20])([O:21][C:22]([CH3:25])([CH3:24])[CH3:23])=[O:20].C(N(C(C)C)C(C)C)C. Product: [C:22]([O:21][C:19]([N:8]([CH2:7][C:6]1[CH:5]=[CH:4][C:3]([C:1]#[N:2])=[CH:18][CH:17]=1)[CH2:9][C:10]([O:12][C:13]([CH3:15])([CH3:14])[CH3:16])=[O:11])=[O:20])([CH3:25])([CH3:24])[CH3:23]. The catalyst class is: 2.